Dataset: Forward reaction prediction with 1.9M reactions from USPTO patents (1976-2016). Task: Predict the product of the given reaction. (1) Given the reactants O[CH2:2][C:3]1[NH:12][C:11](=[O:13])[C:10]2[C:9]([C:14]([O:16][CH3:17])=[O:15])=[CH:8][CH:7]=[CH:6][C:5]=2[N:4]=1.CS(Cl)(=O)=O.Cl.[CH3:24][NH:25][CH3:26].CCN(CC)CC, predict the reaction product. The product is: [O:13]=[C:11]1[C:10]2[C:9]([C:14]([O:16][CH3:17])=[O:15])=[CH:8][CH:7]=[CH:6][C:5]=2[N:4]=[C:3]([CH2:2][N:25]([CH3:26])[CH3:24])[NH:12]1. (2) Given the reactants [NH2:1][C:2]1[CH:11]=[CH:10][C:5]([C:6]([O:8][CH3:9])=[O:7])=[CH:4][C:3]=1[S:12]([CH3:15])(=[O:14])=[O:13].[H-].[Na+].Cl[S:19]([C:22]1[S:26][C:25]2[CH:27]=[CH:28][C:29]([CH3:31])=[CH:30][C:24]=2[C:23]=1[CH3:32])(=[O:21])=[O:20], predict the reaction product. The product is: [CH3:31][C:29]1[CH:28]=[CH:27][C:25]2[S:26][C:22]([S:19]([NH:1][C:2]3[CH:11]=[CH:10][C:5]([C:6]([O:8][CH3:9])=[O:7])=[CH:4][C:3]=3[S:12]([CH3:15])(=[O:14])=[O:13])(=[O:21])=[O:20])=[C:23]([CH3:32])[C:24]=2[CH:30]=1.